Dataset: Full USPTO retrosynthesis dataset with 1.9M reactions from patents (1976-2016). Task: Predict the reactants needed to synthesize the given product. (1) The reactants are: [Cl:1][C:2]1[C:3]([F:44])=[C:4]([C@@H:8]2[C@@:27]3([C:31]4[CH:32]=[N:33][C:34]([O:36][CH3:37])=[CH:35][C:30]=4[NH:29][C:28]3=[O:38])[C@H:26]([CH2:39][C:40]([CH3:43])([CH3:42])[CH3:41])[N:10]3[CH2:11][N:12]([C:15]4[CH:23]=[CH:22][C:18]([C:19](O)=[O:20])=[CH:17][C:16]=4[O:24][CH3:25])[C:13](=[O:14])[C@@H:9]23)[CH:5]=[CH:6][CH:7]=1.[OH-].[NH4+:46]. Given the product [Cl:1][C:2]1[C:3]([F:44])=[C:4]([C@@H:8]2[C@@:27]3([C:31]4[CH:32]=[N:33][C:34]([O:36][CH3:37])=[CH:35][C:30]=4[NH:29][C:28]3=[O:38])[C@H:26]([CH2:39][C:40]([CH3:42])([CH3:41])[CH3:43])[N:10]3[CH2:11][N:12]([C:15]4[CH:23]=[CH:22][C:18]([C:19]([NH2:46])=[O:20])=[CH:17][C:16]=4[O:24][CH3:25])[C:13](=[O:14])[C@@H:9]23)[CH:5]=[CH:6][CH:7]=1, predict the reactants needed to synthesize it. (2) Given the product [C:2]([C:7]1[O:11][C:10]([CH2:12][N:13]2[CH:17]=[C:16]([NH:18][C:32]([C:28]3[N:29]=[CH:30][O:31][C:27]=3[C:23]3[CH:24]=[CH:25][CH:26]=[C:21]([C:20]([F:36])([F:19])[F:35])[CH:22]=3)=[O:33])[CH:15]=[N:14]2)=[CH:9][CH:8]=1)(=[O:6])[CH3:1], predict the reactants needed to synthesize it. The reactants are: [CH3:1][C:2]1([C:7]2[O:11][C:10]([CH2:12][N:13]3[CH:17]=[C:16]([NH2:18])[CH:15]=[N:14]3)=[CH:9][CH:8]=2)[O:6]CCO1.[F:19][C:20]([F:36])([F:35])[C:21]1[CH:22]=[C:23]([C:27]2[O:31][CH:30]=[N:29][C:28]=2[C:32](O)=[O:33])[CH:24]=[CH:25][CH:26]=1.